Dataset: Full USPTO retrosynthesis dataset with 1.9M reactions from patents (1976-2016). Task: Predict the reactants needed to synthesize the given product. (1) Given the product [CH2:1]([N:8]1[CH:17]=[C:16]([C:18]([O:20][CH3:21])=[O:19])[C:15]2[C:10](=[CH:11][CH:12]=[C:13]([C:31]3[CH:30]=[C:29]([C:28](=[O:45])[NH:27][CH:24]4[CH2:26][CH2:25]4)[CH:34]=[CH:33][C:32]=3[CH3:35])[CH:14]=2)[C:9]1=[O:23])[C:2]1[CH:7]=[CH:6][CH:5]=[CH:4][CH:3]=1, predict the reactants needed to synthesize it. The reactants are: [CH2:1]([N:8]1[CH:17]=[C:16]([C:18]([O:20][CH3:21])=[O:19])[C:15]2[C:10](=[CH:11][CH:12]=[C:13](Br)[CH:14]=2)[C:9]1=[O:23])[C:2]1[CH:7]=[CH:6][CH:5]=[CH:4][CH:3]=1.[CH:24]1([NH:27][C:28](=[O:45])[C:29]2[CH:34]=[CH:33][C:32]([CH3:35])=[C:31](B3OC(C)(C)C(C)(C)O3)[CH:30]=2)[CH2:26][CH2:25]1.C(=O)([O-])[O-].[K+].[K+]. (2) Given the product [F:2][C:3]1[CH:4]=[CH:5][C:6]([N:9]2[C:17]3[N:16]=[C:15]4[CH2:18][CH2:19][CH2:20][C:21]5[C:22]([CH2:23][C:24]6[CH:29]=[CH:28][CH:27]=[CH:26][N:25]=6)([CH2:34][CH2:33][C:32](=[O:35])[CH:31]=5)[C:14]4=[CH:13][C:12]=3[CH:11]=[N:10]2)=[CH:7][CH:8]=1, predict the reactants needed to synthesize it. The reactants are: [Na].[F:2][C:3]1[CH:8]=[CH:7][C:6]([N:9]2[C:17]3[N:16]=[C:15]4[CH2:18][CH2:19][CH2:20][C:21](=O)[CH:22]([CH2:23][C:24]5[CH:29]=[CH:28][CH:27]=[CH:26][N:25]=5)[C:14]4=[CH:13][C:12]=3[CH:11]=[N:10]2)=[CH:5][CH:4]=1.[CH3:31][C:32](=[O:35])[CH:33]=[CH2:34]. (3) Given the product [CH:30]1([CH2:36][O:37][C:38]2[C:39]3[N:40]([C:44]([C:49]([NH:9][C@H:10]([CH3:11])[CH2:15][OH:27])=[O:51])=[C:45]([CH2:47][CH3:48])[N:46]=3)[CH:41]=[CH:42][CH:43]=2)[CH2:31][CH2:32][CH2:33][CH2:34][CH2:35]1, predict the reactants needed to synthesize it. The reactants are: CN(C(O[N:9]1N=N[C:11]2C=CC=[CH:15][C:10]1=2)=[N+](C)C)C.[B-](F)(F)(F)F.CN1CC[O:27]CC1.[CH:30]1([CH2:36][O:37][C:38]2[C:39]3[N:40]([C:44]([C:49]([OH:51])=O)=[C:45]([CH2:47][CH3:48])[N:46]=3)[CH:41]=[CH:42][CH:43]=2)[CH2:35][CH2:34][CH2:33][CH2:32][CH2:31]1. (4) Given the product [CH2:14]([CH:21]1[CH2:26][CH2:25][N:24]([CH2:2][C:3]([NH:5][C:6]2[CH:11]=[CH:10][C:9]([C:12]#[N:13])=[CH:8][CH:7]=2)=[O:4])[CH2:23][CH2:22]1)[C:15]1[CH:20]=[CH:19][CH:18]=[CH:17][CH:16]=1, predict the reactants needed to synthesize it. The reactants are: Cl[CH2:2][C:3]([NH:5][C:6]1[CH:11]=[CH:10][C:9]([C:12]#[N:13])=[CH:8][CH:7]=1)=[O:4].[CH2:14]([CH:21]1[CH2:26][CH2:25][NH:24][CH2:23][CH2:22]1)[C:15]1[CH:20]=[CH:19][CH:18]=[CH:17][CH:16]=1. (5) Given the product [Cl:1][C:2]1[CH:15]=[C:14]([CH:13]=[CH:12][C:3]=1[O:4][C:5]1[CH:10]=[CH:9][CH:8]=[C:7]([O:11][CH2:20][CH2:21][CH:22]([CH3:24])[CH3:23])[CH:6]=1)[NH2:16], predict the reactants needed to synthesize it. The reactants are: [Cl:1][C:2]1[CH:15]=[C:14]([N+:16]([O-])=O)[CH:13]=[CH:12][C:3]=1[O:4][C:5]1[CH:6]=[C:7]([OH:11])[CH:8]=[CH:9][CH:10]=1.I[CH2:20][CH2:21][CH:22]([CH3:24])[CH3:23].C(=O)([O-])[O-].[Cs+].[Cs+].[Cl-].[Ca+2].[Cl-]. (6) Given the product [CH3:1][N:2]1[C:6]2[CH:7]=[CH:8][C:9]([N:11]3[CH:16]=[C:15]([C:17]4[NH:51][N:50]=[N:49][N:18]=4)[C:14](=[O:19])[N:13]([C@H:20]4[C:28]5[C:23](=[C:24]([C:29]([F:31])([F:32])[F:30])[CH:25]=[CH:26][CH:27]=5)[CH2:22][CH2:21]4)[C:12]3=[O:33])=[CH:10][C:5]=2[O:4][C:3]1=[O:34], predict the reactants needed to synthesize it. The reactants are: [CH3:1][N:2]1[C:6]2[CH:7]=[CH:8][C:9]([N:11]3[CH:16]=[C:15]([C:17]#[N:18])[C:14](=[O:19])[N:13]([C@H:20]4[C:28]5[C:23](=[C:24]([C:29]([F:32])([F:31])[F:30])[CH:25]=[CH:26][CH:27]=5)[CH2:22][CH2:21]4)[C:12]3=[O:33])=[CH:10][C:5]=2[O:4][C:3]1=[O:34].C([Sn](=O)CCCC)CCC.C[Si]([N:49]=[N+:50]=[N-:51])(C)C.C(O)C.